Dataset: NCI-60 drug combinations with 297,098 pairs across 59 cell lines. Task: Regression. Given two drug SMILES strings and cell line genomic features, predict the synergy score measuring deviation from expected non-interaction effect. (1) Drug 1: CCN(CC)CCNC(=O)C1=C(NC(=C1C)C=C2C3=C(C=CC(=C3)F)NC2=O)C. Drug 2: CC12CCC3C(C1CCC2OP(=O)(O)O)CCC4=C3C=CC(=C4)OC(=O)N(CCCl)CCCl.[Na+]. Cell line: HOP-92. Synergy scores: CSS=-3.77, Synergy_ZIP=3.49, Synergy_Bliss=1.69, Synergy_Loewe=-4.06, Synergy_HSA=-3.89. (2) Drug 1: C1=CC(=CC=C1CCC2=CNC3=C2C(=O)NC(=N3)N)C(=O)NC(CCC(=O)O)C(=O)O. Drug 2: C1=CC(=CC=C1CCCC(=O)O)N(CCCl)CCCl. Cell line: EKVX. Synergy scores: CSS=2.23, Synergy_ZIP=-3.11, Synergy_Bliss=-1.93, Synergy_Loewe=-3.35, Synergy_HSA=-2.25. (3) Drug 1: CC12CCC(CC1=CCC3C2CCC4(C3CC=C4C5=CN=CC=C5)C)O. Drug 2: COCCOC1=C(C=C2C(=C1)C(=NC=N2)NC3=CC=CC(=C3)C#C)OCCOC.Cl. Cell line: U251. Synergy scores: CSS=12.7, Synergy_ZIP=-2.28, Synergy_Bliss=3.26, Synergy_Loewe=3.83, Synergy_HSA=3.72. (4) Drug 1: CN(CC1=CN=C2C(=N1)C(=NC(=N2)N)N)C3=CC=C(C=C3)C(=O)NC(CCC(=O)O)C(=O)O. Drug 2: CN1C(=O)N2C=NC(=C2N=N1)C(=O)N. Cell line: OVCAR-8. Synergy scores: CSS=41.9, Synergy_ZIP=3.80, Synergy_Bliss=-1.04, Synergy_Loewe=-29.2, Synergy_HSA=-1.30. (5) Drug 1: C1=NC2=C(N1)C(=S)N=C(N2)N. Drug 2: CC1CCC2CC(C(=CC=CC=CC(CC(C(=O)C(C(C(=CC(C(=O)CC(OC(=O)C3CCCCN3C(=O)C(=O)C1(O2)O)C(C)CC4CCC(C(C4)OC)OCCO)C)C)O)OC)C)C)C)OC. Cell line: SR. Synergy scores: CSS=79.5, Synergy_ZIP=5.70, Synergy_Bliss=4.97, Synergy_Loewe=7.86, Synergy_HSA=10.6. (6) Drug 2: C(CCl)NC(=O)N(CCCl)N=O. Synergy scores: CSS=15.7, Synergy_ZIP=-5.24, Synergy_Bliss=3.22, Synergy_Loewe=-3.44, Synergy_HSA=-0.477. Cell line: K-562. Drug 1: C1=CC(=CC=C1CC(C(=O)O)N)N(CCCl)CCCl.Cl. (7) Drug 1: C1=CC(=CC=C1CCC2=CNC3=C2C(=O)NC(=N3)N)C(=O)NC(CCC(=O)O)C(=O)O. Drug 2: C1C(C(OC1N2C=C(C(=O)NC2=O)F)CO)O. Cell line: A549. Synergy scores: CSS=58.1, Synergy_ZIP=-0.263, Synergy_Bliss=0.0684, Synergy_Loewe=5.48, Synergy_HSA=8.84.